This data is from Catalyst prediction with 721,799 reactions and 888 catalyst types from USPTO. The task is: Predict which catalyst facilitates the given reaction. (1) Reactant: [C:1]([C:5]1[CH:6]=[C:7]2[C:11](=[C:12]([C:16]3[CH:21]=[CH:20][C:19]([C:22]([CH3:25])([CH3:24])[CH3:23])=[CH:18][CH:17]=3)[C:13]=1[O:14][CH3:15])[CH2:10][C:9]([CH3:26])=[CH:8]2)([CH3:4])([CH3:3])[CH3:2].C1(C)C=CC=CC=1.[Li]CCCC.[Cl:39][Si:40](Cl)([CH3:42])[CH3:41]. Product: [C:1]([C:5]1[CH:6]=[C:7]2[C:11]([CH:10]=[C:9]([CH3:26])[CH:8]2[Si:40]([Cl:39])([CH3:42])[CH3:41])=[C:12]([C:16]2[CH:21]=[CH:20][C:19]([C:22]([CH3:25])([CH3:24])[CH3:23])=[CH:18][CH:17]=2)[C:13]=1[O:14][CH3:15])([CH3:4])([CH3:3])[CH3:2]. The catalyst class is: 1. (2) Reactant: C(N(CC)C(C)C)(C)C.[NH2:10][C:11]1([CH3:36])[CH2:16][CH2:15][N:14]([C:17](=[O:35])[C:18]([NH:20][CH2:21][C:22]23[O:30][C:29]([CH3:32])([CH3:31])[O:28][CH:27]2[CH:26]([OH:33])[CH:25]([OH:34])[CH2:24][O:23]3)=[O:19])[CH2:13][CH2:12]1.Cl[CH2:38][C:39]([N:41]1[CH2:45][CH2:44][CH2:43][C@H:42]1[C:46]#[N:47])=[O:40]. Product: [C:46]([C@@H:42]1[CH2:43][CH2:44][CH2:45][N:41]1[C:39](=[O:40])[CH2:38][NH:10][C:11]1([CH3:36])[CH2:12][CH2:13][N:14]([C:17](=[O:35])[C:18]([NH:20][CH2:21][C:22]23[O:30][C:29]([CH3:31])([CH3:32])[O:28][CH:27]2[CH:26]([OH:33])[CH:25]([OH:34])[CH2:24][O:23]3)=[O:19])[CH2:15][CH2:16]1)#[N:47]. The catalyst class is: 9.